Dataset: Forward reaction prediction with 1.9M reactions from USPTO patents (1976-2016). Task: Predict the product of the given reaction. (1) Given the reactants [F:1][C:2]1[CH:7]=[CH:6][C:5]([C:8]2[C:9]([NH:14][CH3:15])=[CH:10][N:11]=[N:12][CH:13]=2)=[C:4]([O:16][CH3:17])[CH:3]=1.[CH3:18][S:19]([C:22]1[CH:23]=[C:24]([CH:28]=[C:29]([C:31]([F:34])([F:33])[F:32])[CH:30]=1)[C:25](Cl)=[O:26])(=[O:21])=[O:20].C(N(CC)C(C)C)(C)C.[Cl-].[NH4+], predict the reaction product. The product is: [F:1][C:2]1[CH:7]=[CH:6][C:5]([C:8]2[C:9]([N:14]([CH3:15])[C:25](=[O:26])[C:24]3[CH:28]=[C:29]([C:31]([F:34])([F:33])[F:32])[CH:30]=[C:22]([S:19]([CH3:18])(=[O:21])=[O:20])[CH:23]=3)=[CH:10][N:11]=[N:12][CH:13]=2)=[C:4]([O:16][CH3:17])[CH:3]=1. (2) Given the reactants S(Cl)(Cl)=O.[NH2:5][C:6]1[CH:14]=[CH:13][C:9]([C:10]([OH:12])=[O:11])=[CH:8][C:7]=1[Cl:15].C(=O)(O)[O-].[Na+].[CH:21](O)([CH3:23])[CH3:22], predict the reaction product. The product is: [NH2:5][C:6]1[CH:14]=[CH:13][C:9]([C:10]([O:12][CH:21]([CH3:23])[CH3:22])=[O:11])=[CH:8][C:7]=1[Cl:15]. (3) Given the reactants C(O[C:4]1[C:7](=[O:8])[C:6](=[O:9])[C:5]=1[NH:10][C:11]1[CH:12]=[C:13]([CH:17]2[C:22]([C:23]([O:25][CH3:26])=[O:24])=[C:21]([CH3:27])[NH:20][C:19](C)=[C:18]2[C:29]([O:31][CH3:32])=[O:30])[CH:14]=[CH:15][CH:16]=1)C.[CH3:33][O:34][C:35]1[CH:36]=[C:37]([CH:41]2[CH2:46][CH2:45][N:44]([CH2:47][CH2:48][CH2:49][NH2:50])[CH2:43][CH2:42]2)[CH:38]=[CH:39][CH:40]=1.O.[CH3:52]N(C=O)C, predict the reaction product. The product is: [CH3:33][O:34][C:35]1[CH:36]=[C:37]([CH:41]2[CH2:46][CH2:45][N:44]([CH2:47][CH2:48][CH2:49][NH:50][C:4]3[C:7](=[O:8])[C:6](=[O:9])[C:5]=3[NH:10][C:11]3[CH:12]=[C:13]([CH:17]4[C:18]([C:29]([O:31][CH3:32])=[O:30])=[CH:19][NH:20][CH:21]([CH3:27])[C:22]4([CH3:52])[C:23]([O:25][CH3:26])=[O:24])[CH:14]=[CH:15][CH:16]=3)[CH2:43][CH2:42]2)[CH:38]=[CH:39][CH:40]=1. (4) Given the reactants [CH3:1][C:2](=[CH:4][CH2:5][CH2:6]/[C:7](=[CH:9]/[CH2:10][OH:11])/[CH3:8])[CH3:3].OC/C=C(/C)\CCC=C(C)C.CC(C)=CCCC(CCO)=C.C1C=CC(P(C2C=CC3C(=CC=CC=3)C=2C2C3C(=CC=CC=3)C=CC=2P(C2C=CC=CC=2)C2C=CC=CC=2)C2C=CC=CC=2)=CC=1, predict the reaction product. The product is: [CH3:1][C:2](=[CH:4][CH2:5][CH2:6][CH:7]([CH2:9][CH2:10][OH:11])[CH3:8])[CH3:3]. (5) Given the reactants C([O:4][C:5]1[CH:10]=[C:9]([CH3:11])[CH:8]=[C:7]([CH3:12])[CH:6]=1)C=C.C(OCC)(=O)C.C(N(CC)[C:22]1[CH:27]=CC=C[CH:23]=1)C, predict the reaction product. The product is: [CH2:27]([C:10]1[C:9]([CH3:11])=[CH:8][C:7]([CH3:12])=[CH:6][C:5]=1[OH:4])[CH:22]=[CH2:23]. (6) Given the reactants O[C:2]1[CH:15]=[C:14](O)[CH:13]=[CH:12][C:3]=1[C:4]([C:6]1[CH:11]=[CH:10][CH:9]=[CH:8][CH:7]=1)=[O:5].OC1C=C(OC)C=CC=1C(C1C=CC=CC=1O)=O.OC1C=C(OC)C=CC=1C(C1C=CC(OC)=CC=1O)=O.OC1C=C(OC)C=CC=1C(C1C=CC=CC=1)=O.OC1C=C(OC)C=CC=1C(C1C=CC(C)=CC=1)=O.C1(C2C=CC(C(C3C=CC=CC=3)=O)=CC=2)C=CC=CC=1.OC1C=C(OCCCCCCCC)C=CC=1C(C1C=CC=CC=1)=O.OC1C=CC(C(C2C=CC=CC=2)=O)=CC=1C(O)=O, predict the reaction product. The product is: [C:4]([C:6]1[CH:11]=[CH:10][CH:9]=[CH:8][CH:7]=1)(=[O:5])[C:3]1[CH:12]=[CH:13][CH:14]=[CH:15][CH:2]=1.